Dataset: Forward reaction prediction with 1.9M reactions from USPTO patents (1976-2016). Task: Predict the product of the given reaction. (1) Given the reactants [Cl:1][C:2]1[CH:10]=[C:9]2[C:5]([C:6]([C:11](=[O:16])[C:12]([F:15])([F:14])[F:13])=[CH:7][NH:8]2)=[CH:4][CH:3]=1.C(=O)([O-])[O-].[K+].[K+].I[CH2:24][CH2:25][CH2:26][CH3:27], predict the reaction product. The product is: [CH2:24]([N:8]1[C:9]2[C:5](=[CH:4][CH:3]=[C:2]([Cl:1])[CH:10]=2)[C:6]([C:11](=[O:16])[C:12]([F:13])([F:14])[F:15])=[CH:7]1)[CH2:25][CH2:26][CH3:27]. (2) The product is: [F:24][C:22]1[CH:21]=[CH:20][C:19]([O:25][C:26]2[CH:31]=[CH:30][C:29]([C:32]3[N:36]([CH3:37])[N:35]=[CH:34][CH:33]=3)=[CH:28][C:27]=2[F:38])=[C:18]2[C:23]=1[C@H:15]([O:14][C:12]1[CH:11]=[CH:10][C:9]3[C@H:5]([CH2:4][C:3]([OH:39])=[O:2])[CH2:6][O:7][C:8]=3[CH:13]=1)[CH2:16][CH2:17]2. Given the reactants C[O:2][C:3](=[O:39])[CH2:4][C@H:5]1[C:9]2[CH:10]=[CH:11][C:12]([O:14][C@H:15]3[C:23]4[C:18](=[C:19]([O:25][C:26]5[CH:31]=[CH:30][C:29]([C:32]6[N:36]([CH3:37])[N:35]=[CH:34][CH:33]=6)=[CH:28][C:27]=5[F:38])[CH:20]=[CH:21][C:22]=4[F:24])[CH2:17][CH2:16]3)=[CH:13][C:8]=2[O:7][CH2:6]1.[OH-].[K+], predict the reaction product. (3) Given the reactants [OH:1][C:2]1[C:3](=O)[CH:4]=[C:5]([O:22]C)[C:6](=[O:21])[C:7]=1[CH2:8][CH2:9][CH2:10][CH2:11][CH2:12][CH2:13][CH2:14][CH2:15][CH2:16][CH2:17][CH2:18][CH2:19][CH3:20].C(=O)(O)[O-].[Na+].Cl.[C:31]([O:35][C:36](=[O:41])[CH2:37][CH2:38][CH2:39][NH2:40])([CH3:34])([CH3:33])[CH3:32], predict the reaction product. The product is: [OH:21][C:6]1[C:5](=[O:22])[CH:4]=[C:3]([NH:40][CH2:39][CH2:38][CH2:37][C:36]([O:35][C:31]([CH3:34])([CH3:33])[CH3:32])=[O:41])[C:2](=[O:1])[C:7]=1[CH2:8][CH2:9][CH2:10][CH2:11][CH2:12][CH2:13][CH2:14][CH2:15][CH2:16][CH2:17][CH2:18][CH2:19][CH3:20]. (4) Given the reactants [CH3:1][O:2][C:3](=[O:20])[CH2:4][CH2:5][C:6]1[N:7]=[C:8](Cl)[C:9]2[C:14]3[CH2:15][CH2:16][CH2:17][CH2:18][C:13]=3[S:12][C:10]=2[N:11]=1.Cl.[CH:22]1([NH:25][CH3:26])[CH2:24][CH2:23]1, predict the reaction product. The product is: [CH3:1][O:2][C:3](=[O:20])[CH2:4][CH2:5][C:6]1[N:7]=[C:8]([N:25]([CH:22]2[CH2:24][CH2:23]2)[CH3:26])[C:9]2[C:14]3[CH2:15][CH2:16][CH2:17][CH2:18][C:13]=3[S:12][C:10]=2[N:11]=1. (5) Given the reactants [CH3:1][CH:2]1[CH2:6][CH:5]([C:7]([O:9]C)=O)[C:4](=O)[CH2:3]1.S(O)(O)(=O)=O.[CH3:17][S:18][C:19](=[NH:21])[NH2:20].[OH-].[K+], predict the reaction product. The product is: [CH3:1][CH:2]1[CH2:3][C:4]2[N:20]=[C:19]([S:18][CH3:17])[NH:21][C:7](=[O:9])[C:5]=2[CH2:6]1. (6) Given the reactants [CH3:1][C:2]1([CH3:31])[CH:11]=[CH:10][C:9]2[C:4](=[CH:5][C:6]([O:29][CH3:30])=[CH:7][C:8]=2[NH:12][C:13]2[C:14]([C:26]([OH:28])=O)=[CH:15][C:16]3[C:21]([C:22]=2[N+:23]([O-:25])=[O:24])=[CH:20][CH:19]=[CH:18][CH:17]=3)[O:3]1.FC(F)(F)C(OC(=O)C(F)(F)F)=O, predict the reaction product. The product is: [CH3:30][O:29][C:6]1[CH:5]=[C:4]2[O:3][C:2]([CH3:1])([CH3:31])[CH:11]=[CH:10][C:9]2=[C:8]2[C:7]=1[C:26](=[O:28])[C:14]1[CH:15]=[C:16]3[CH:17]=[CH:18][CH:19]=[CH:20][C:21]3=[C:22]([N+:23]([O-:25])=[O:24])[C:13]=1[NH:12]2. (7) Given the reactants [CH:1]1([N:5]2[CH2:11][CH2:10][C:9]3[CH:12]=[C:13]([O:16][CH:17]4[CH2:22][CH2:21][NH:20][CH2:19][CH2:18]4)[CH:14]=[CH:15][C:8]=3[CH2:7][CH2:6]2)[CH2:4][CH2:3][CH2:2]1.[CH:23]([N:26]=[C:27]=[O:28])([CH3:25])[CH3:24], predict the reaction product. The product is: [CH:23]([NH:26][C:27]([N:20]1[CH2:21][CH2:22][CH:17]([O:16][C:13]2[CH:14]=[CH:15][C:8]3[CH2:7][CH2:6][N:5]([CH:1]4[CH2:2][CH2:3][CH2:4]4)[CH2:11][CH2:10][C:9]=3[CH:12]=2)[CH2:18][CH2:19]1)=[O:28])([CH3:25])[CH3:24].